This data is from Forward reaction prediction with 1.9M reactions from USPTO patents (1976-2016). The task is: Predict the product of the given reaction. (1) Given the reactants [N:1]1[C:9]2[CH2:8][CH2:7][CH2:6][C:5]=2[CH:4]=[CH:3][CH:2]=1.C(OO)(=[O:12])C, predict the reaction product. The product is: [N+:1]1([O-:12])[C:9]2[CH2:8][CH2:7][CH2:6][C:5]=2[CH:4]=[CH:3][CH:2]=1. (2) Given the reactants C[O:2][C:3]([CH:5]1[CH2:10][CH:9](OC)[CH2:8][N:7]([C:13]([O:15][CH2:16][C:17]2[CH:22]=[CH:21][CH:20]=[CH:19][CH:18]=2)=[O:14])[CH2:6]1)=[O:4].[OH-].[Na+].[CH2:25](OC(N1CC(OC)CC(C(O)=O)C1)=O)C1C=CC=CC=1, predict the reaction product. The product is: [CH2:16]([O:15][C:13]([N:7]1[CH2:8][CH:9]([CH3:25])[CH2:10][CH:5]([C:3]([OH:2])=[O:4])[CH2:6]1)=[O:14])[C:17]1[CH:18]=[CH:19][CH:20]=[CH:21][CH:22]=1. (3) Given the reactants C12N(C3C=NC4C(=CC=CC=4)N=3)CC1CCNC2.[C@@H:19]12[NH:26][CH2:25][C@@H:24]1[CH2:23][CH2:22][N:21]([C:27]([C:29]1[CH:34]=[C:33]([F:35])[CH:32]=[CH:31][C:30]=1[N:36]1[N:40]=[CH:39][CH:38]=[N:37]1)=[O:28])[CH2:20]2.Cl[C:42]1[CH:47]=[C:46]([NH2:48])[N:45]=[C:44]([NH2:49])[N:43]=1, predict the reaction product. The product is: [F:35][C:33]1[CH:32]=[CH:31][C:30]([N:36]2[N:40]=[CH:39][CH:38]=[N:37]2)=[C:29]([C:27]([N:21]2[CH2:22][CH2:23][C@@H:24]3[C@@H:19]([N:26]([C:42]4[N:43]=[C:44]([NH2:49])[N:45]=[C:46]([NH2:48])[CH:47]=4)[CH2:25]3)[CH2:20]2)=[O:28])[CH:34]=1. (4) Given the reactants [Cl-].O[NH3+:3].[C:4](=[O:7])([O-])[OH:5].[Na+].CS(C)=O.[CH2:13]([C:15]1[S:51][C:18]2[N:19]([CH2:35][C:36]3[CH:41]=[CH:40][C:39]([C:42]4[C:43]([C:48]#[N:49])=[CH:44][CH:45]=[CH:46][CH:47]=4)=[CH:38][C:37]=3[F:50])[C:20](=[O:34])[N:21]([C:24]3[CH:29]=[CH:28][C:27]([O:30][CH:31]([CH3:33])[CH3:32])=[CH:26][CH:25]=3)[C:22](=[O:23])[C:17]=2[CH:16]=1)[CH3:14], predict the reaction product. The product is: [CH2:13]([C:15]1[S:51][C:18]2[N:19]([CH2:35][C:36]3[CH:41]=[CH:40][C:39]([C:42]4[CH:47]=[CH:46][CH:45]=[CH:44][C:43]=4[C:48]4[NH:3][C:4](=[O:7])[O:5][N:49]=4)=[CH:38][C:37]=3[F:50])[C:20](=[O:34])[N:21]([C:24]3[CH:25]=[CH:26][C:27]([O:30][CH:31]([CH3:33])[CH3:32])=[CH:28][CH:29]=3)[C:22](=[O:23])[C:17]=2[CH:16]=1)[CH3:14]. (5) Given the reactants C(OC(=O)[NH:7][CH2:8][C:9](=[O:21])[NH:10][CH2:11][CH2:12][CH2:13][CH2:14][C:15]1[CH:20]=[CH:19][CH:18]=[CH:17][CH:16]=1)(C)(C)C.[ClH:23], predict the reaction product. The product is: [Cl-:23].[NH2:7][CH2:8][C:9]([NH:10][CH2:11][CH2:12][CH2:13][CH2:14][C:15]1[CH:16]=[CH:17][CH:18]=[CH:19][CH:20]=1)=[O:21]. (6) Given the reactants [F:1][C:2]1[CH:3]=[N+:4]([O-])[CH:5]=[CH:6][C:7]=1[C:8]([F:11])([F:10])[F:9].FC(F)(F)C(OC(=O)C(F)(F)F)=[O:16].C([O-])([O-])=O.[K+].[K+], predict the reaction product. The product is: [F:1][C:2]1[C:3]([OH:16])=[N:4][CH:5]=[CH:6][C:7]=1[C:8]([F:11])([F:10])[F:9]. (7) Given the reactants Cl[CH2:2][CH2:3][CH2:4][C:5]#[C:6][CH2:7][CH2:8][CH2:9][CH2:10][CH3:11].[Br-:12].[Li+].CCOCC, predict the reaction product. The product is: [Br:12][CH2:2][CH2:3][CH2:4][C:5]#[C:6][CH2:7][CH2:8][CH2:9][CH2:10][CH3:11]. (8) Given the reactants C(=O)([O-])[O-].[K+].[K+].[I-].[K+].[C:9]([O:13][C:14](=[O:17])[CH2:15]Br)([CH3:12])([CH3:11])[CH3:10].[CH3:18][O:19][C:20](=[O:29])[C:21]1[CH:26]=[CH:25][C:24]([OH:27])=[C:23]([CH3:28])[CH:22]=1, predict the reaction product. The product is: [CH3:18][O:19][C:20](=[O:29])[C:21]1[CH:26]=[CH:25][C:24]([O:27][CH2:15][C:14]([O:13][C:9]([CH3:12])([CH3:11])[CH3:10])=[O:17])=[C:23]([CH3:28])[CH:22]=1. (9) Given the reactants [F:1][C:2]1[CH:3]=[C:4]([CH:27]=[C:28]([N:30]2[CH2:35][CH2:34][O:33][CH2:32][CH2:31]2)[CH:29]=1)[C:5]([NH:7][C:8]1[C:17]2[C:12](=[CH:13][CH:14]=[CH:15][CH:16]=2)[C:11]([CH:18]=[CH:19][CH2:20][N:21]2[CH2:26][CH2:25][O:24][CH2:23][CH2:22]2)=[CH:10][CH:9]=1)=[O:6].[H][H], predict the reaction product. The product is: [F:1][C:2]1[CH:3]=[C:4]([CH:27]=[C:28]([N:30]2[CH2:35][CH2:34][O:33][CH2:32][CH2:31]2)[CH:29]=1)[C:5]([NH:7][C:8]1[C:17]2[C:12](=[CH:13][CH:14]=[CH:15][CH:16]=2)[C:11]([CH2:18][CH2:19][CH2:20][N:21]2[CH2:22][CH2:23][O:24][CH2:25][CH2:26]2)=[CH:10][CH:9]=1)=[O:6]. (10) The product is: [CH3:1][C:2]1[C:3]([C:22]2[CH:27]=[CH:26][C:25]([C:28]([N:78]3[CH2:79][CH2:80][N:75]([CH3:74])[CH2:76][CH2:77]3)=[O:30])=[CH:24][CH:23]=2)=[CH:4][C:5]([NH:8][C:9](=[O:21])[C:10]2[CH:15]=[CH:14][N:13]=[C:12]([N:16]3[CH2:20][CH2:19][CH2:18][CH2:17]3)[CH:11]=2)=[CH:6][CH:7]=1. Given the reactants [CH3:1][C:2]1[CH:7]=[CH:6][C:5]([NH:8][C:9](=[O:21])[C:10]2[CH:15]=[CH:14][N:13]=[C:12]([N:16]3[CH2:20][CH2:19][CH2:18][CH2:17]3)[CH:11]=2)=[CH:4][C:3]=1[C:22]1[CH:27]=[CH:26][C:25]([C:28]([OH:30])=O)=[CH:24][CH:23]=1.CN(C(ON1N=NC2C=CC=NC1=2)=[N+](C)C)C.F[P-](F)(F)(F)(F)F.C1C=CC2N(O)N=NC=2C=1.CCN(C(C)C)C(C)C.[CH3:74][N:75]1[CH2:80][CH2:79][NH:78][CH2:77][CH2:76]1, predict the reaction product.